From a dataset of Forward reaction prediction with 1.9M reactions from USPTO patents (1976-2016). Predict the product of the given reaction. (1) Given the reactants [CH3:1][O:2][C:3]1[CH:4]=[C:5]2[C:10](=[CH:11][C:12]=1B1OC(C)(C)C(C)(C)O1)[C:9]([CH3:22])=[N:8][CH:7]=[CH:6]2.Cl[C:24]1[N:29]=[N:28][C:27]([N:30]([CH3:41])[CH:31]2[CH2:36][C:35]([CH3:38])([CH3:37])[NH:34][C:33]([CH3:40])([CH3:39])[CH2:32]2)=[CH:26][CH:25]=1, predict the reaction product. The product is: [CH3:1][O:2][C:3]1[CH:4]=[C:5]2[C:10](=[CH:11][C:12]=1[C:24]1[N:29]=[N:28][C:27]([N:30]([CH3:41])[CH:31]3[CH2:36][C:35]([CH3:37])([CH3:38])[NH:34][C:33]([CH3:40])([CH3:39])[CH2:32]3)=[CH:26][CH:25]=1)[C:9]([CH3:22])=[N:8][CH:7]=[CH:6]2. (2) Given the reactants C([O:3][C:4]([C:6]1([S:20]([C:23]2[CH:28]=[CH:27][C:26]([O:29][CH2:30][C:31]#[C:32][CH3:33])=[CH:25][CH:24]=2)(=[O:22])=[O:21])[CH2:11][CH2:10][N:9]([CH2:12][C:13]2[CH:18]=[CH:17][C:16]([Cl:19])=[CH:15][CH:14]=2)[CH2:8][CH2:7]1)=[O:5])C, predict the reaction product. The product is: [CH2:30]([O:29][C:26]1[CH:27]=[CH:28][C:23]([S:20]([C:6]2([C:4]([OH:5])=[O:3])[CH2:7][CH2:8][N:9]([CH2:12][C:13]3[CH:14]=[CH:15][C:16]([Cl:19])=[CH:17][CH:18]=3)[CH2:10][CH2:11]2)(=[O:21])=[O:22])=[CH:24][CH:25]=1)[C:31]#[C:32][CH3:33]. (3) Given the reactants [CH3:1][C:2]([O:5][C:6]([N:8]1[C@@H:13]([CH3:14])[CH2:12][N:11]([CH2:15][C:16]2[CH:21]=[CH:20][C:19]([C:22]([CH3:27])([CH3:26])[C:23]([OH:25])=O)=[CH:18][CH:17]=2)[CH2:10][C@H:9]1[CH3:28])=[O:7])([CH3:4])[CH3:3].C1CCC(N=C=NC2CCCCC2)CC1.ON1C2C=CC=CC=2N=N1.[F:54][C:55]1[CH:60]=[CH:59][C:58]([NH:61][CH:62]2[CH2:67][CH2:66][NH:65][CH2:64][CH2:63]2)=[CH:57][CH:56]=1.C(O)C(N)(CO)CO.[N-]=C=O, predict the reaction product. The product is: [F:54][C:55]1[CH:60]=[CH:59][C:58]([NH:61][CH:62]2[CH2:67][CH2:66][N:65]([C:23](=[O:25])[C:22]([C:19]3[CH:18]=[CH:17][C:16]([CH2:15][N:11]4[CH2:12][C@H:13]([CH3:14])[N:8]([C:6]([O:5][C:2]([CH3:3])([CH3:1])[CH3:4])=[O:7])[C@H:9]([CH3:28])[CH2:10]4)=[CH:21][CH:20]=3)([CH3:26])[CH3:27])[CH2:64][CH2:63]2)=[CH:57][CH:56]=1. (4) Given the reactants Cl[C:2]1[N:7]=[C:6]([CH3:8])[N:5]=[C:4]([NH:9][C:10]2[CH:15]=[CH:14][C:13]([CH2:16][CH2:17][OH:18])=[CH:12][CH:11]=2)[C:3]=1[N+:19]([O-:21])=[O:20].[C:22]([O:30][CH2:31][CH3:32])(=[O:29])[CH2:23][C:24]([O:26][CH2:27][CH3:28])=[O:25].[OH-].[Na+], predict the reaction product. The product is: [OH:18][CH2:17][CH2:16][C:13]1[CH:14]=[CH:15][C:10]([NH:9][C:4]2[N:5]=[C:6]([CH3:8])[N:7]=[C:2]([CH:23]([C:24]([O:26][CH2:27][CH3:28])=[O:25])[C:22]([O:30][CH2:31][CH3:32])=[O:29])[C:3]=2[N+:19]([O-:21])=[O:20])=[CH:11][CH:12]=1. (5) Given the reactants [C:1]([C:3]1[C:4]([N:16]2[CH2:19][CH:18]([C:20]([OH:22])=O)[CH2:17]2)=[N:5][C:6]([CH2:14][F:15])=[C:7]([C:9]([O:11][CH2:12][CH3:13])=[O:10])[CH:8]=1)#[N:2].[F:23][C:24]1[C:29]([F:30])=[CH:28][CH:27]=[C:26]([F:31])[C:25]=1[CH2:32][S:33]([NH2:36])(=[O:35])=[O:34], predict the reaction product. The product is: [C:1]([C:3]1[C:4]([N:16]2[CH2:17][CH:18]([C:20](=[O:22])[NH:36][S:33]([CH2:32][C:25]3[C:26]([F:31])=[CH:27][CH:28]=[C:29]([F:30])[C:24]=3[F:23])(=[O:34])=[O:35])[CH2:19]2)=[N:5][C:6]([CH2:14][F:15])=[C:7]([CH:8]=1)[C:9]([O:11][CH2:12][CH3:13])=[O:10])#[N:2]. (6) Given the reactants [OH:1][CH:2]1[CH2:7][CH2:6][N:5]([C:8]([O:10][C:11]([CH3:14])([CH3:13])[CH3:12])=[O:9])[CH2:4][CH2:3]1.N1C=CC=CC=1.[CH3:21][S:22](Cl)(=[O:24])=[O:23], predict the reaction product. The product is: [C:11]([O:10][C:8]([N:5]1[CH2:4][CH2:3][CH:2]([O:1][S:22]([CH3:21])(=[O:24])=[O:23])[CH2:7][CH2:6]1)=[O:9])([CH3:14])([CH3:13])[CH3:12]. (7) Given the reactants Br[C:2]1[CH:12]=[C:11]([F:13])[CH:10]=[CH:9][C:3]=1[C:4]([O:6][CH2:7][CH3:8])=[O:5].[Cl:14][C:15]1[CH:16]=[C:17](B(O)O)[CH:18]=[CH:19][CH:20]=1.C(=O)([O-])[O-].[K+].[K+], predict the reaction product. The product is: [Cl:14][C:15]1[CH:20]=[C:19]([C:2]2[C:3]([C:4]([O:6][CH2:7][CH3:8])=[O:5])=[CH:9][CH:10]=[C:11]([F:13])[CH:12]=2)[CH:18]=[CH:17][CH:16]=1. (8) Given the reactants I[C:2]1[C:10]2[C:9]([C:11]#[N:12])=[CH:8][CH:7]=[CH:6][C:5]=2[N:4]([CH:13]2[CH2:18][CH2:17][CH2:16][CH2:15][O:14]2)[N:3]=1.[O-]P([O-])([O-])=O.[K+].[K+].[K+].[CH3:27]B1OB(C)OB(C)O1, predict the reaction product. The product is: [CH3:27][C:2]1[C:10]2[C:9]([C:11]#[N:12])=[CH:8][CH:7]=[CH:6][C:5]=2[N:4]([CH:13]2[CH2:18][CH2:17][CH2:16][CH2:15][O:14]2)[N:3]=1. (9) Given the reactants [CH2:1]([O:3][C:4]1[CH:5]=[C:6]([CH:28]=[C:29]([O:32][CH2:33][CH3:34])[C:30]=1I)[CH2:7][N:8]1[CH2:11][C:10]2([CH2:15][C:14]([N:16]3[CH2:21][CH2:20][C:19]([CH3:27])([C:22]([O:24]CC)=[O:23])[CH2:18][CH2:17]3)=[N:13][O:12]2)[CH2:9]1)[CH3:2].[C:35]([C:37]1[CH:42]=[CH:41][C:40](B(O)O)=[CH:39][CH:38]=1)#[N:36], predict the reaction product. The product is: [C:35]([C:37]1[CH:42]=[CH:41][C:40]([C:30]2[C:4]([O:3][CH2:1][CH3:2])=[CH:5][C:6]([CH2:7][N:8]3[CH2:9][C:10]4([CH2:15][C:14]([N:16]5[CH2:17][CH2:18][C:19]([CH3:27])([C:22]([OH:24])=[O:23])[CH2:20][CH2:21]5)=[N:13][O:12]4)[CH2:11]3)=[CH:28][C:29]=2[O:32][CH2:33][CH3:34])=[CH:39][CH:38]=1)#[N:36].